The task is: Predict the reaction yield, written as a fraction of the theoretical maximum amount of product (1.0 means a 100% yield; for example, 0.34 means a 34% yield).. This data is from Reaction yield outcomes from USPTO patents with 853,638 reactions. (1) The reactants are [CH:1]1([CH2:4][O:5][CH:6]2[CH2:11][CH2:10][NH:9][CH2:8][CH2:7]2)[CH2:3][CH2:2]1.Cl[CH2:13][CH2:14][CH2:15][N:16]1[C:21]2[CH:22]=[C:23]([F:27])[CH:24]=[C:25]([F:26])[C:20]=2[O:19][CH2:18][C:17]1=[O:28].C([O-])([O-])=O.[K+].[K+]. No catalyst specified. The product is [CH:1]1([CH2:4][O:5][CH:6]2[CH2:11][CH2:10][N:9]([CH2:13][CH2:14][CH2:15][N:16]3[C:21]4[CH:22]=[C:23]([F:27])[CH:24]=[C:25]([F:26])[C:20]=4[O:19][CH2:18][C:17]3=[O:28])[CH2:8][CH2:7]2)[CH2:2][CH2:3]1. The yield is 0.500. (2) The reactants are ClC(Cl)(O[C:5](=[O:11])OC(Cl)(Cl)Cl)Cl.[CH2:13]([N:15]1[C:19]2[N:20]=[C:21]([C:30]3[CH:35]=[CH:34][C:33]([NH2:36])=[CH:32][CH:31]=3)[N:22]=[C:23]([N:24]3[CH2:29][CH2:28][O:27][CH2:26][CH2:25]3)[C:18]=2[N:17]=[N:16]1)[CH3:14].[NH2:37][C:38]1[CH:43]=[CH:42][N:41]=[CH:40][CH:39]=1.CCN(CC)CC. The catalyst is C(Cl)Cl. The product is [CH2:13]([N:15]1[C:19]2[N:20]=[C:21]([C:30]3[CH:35]=[CH:34][C:33]([NH:36][C:5]([NH:37][C:38]4[CH:43]=[CH:42][N:41]=[CH:40][CH:39]=4)=[O:11])=[CH:32][CH:31]=3)[N:22]=[C:23]([N:24]3[CH2:25][CH2:26][O:27][CH2:28][CH2:29]3)[C:18]=2[N:17]=[N:16]1)[CH3:14]. The yield is 0.110. (3) The reactants are CC(OI1(OC(C)=O)(OC(C)=O)OC(=O)C2C=CC=CC1=2)=O.[CH2:23]([O:30][C:31]([N:33]1[CH2:39][CH2:38][CH2:37][CH2:36][CH:35]([CH2:40][OH:41])[CH2:34]1)=[O:32])[C:24]1[CH:29]=[CH:28][CH:27]=[CH:26][CH:25]=1. The catalyst is C(Cl)Cl. The product is [CH2:23]([O:30][C:31]([N:33]1[CH2:39][CH2:38][CH2:37][CH2:36][CH:35]([CH:40]=[O:41])[CH2:34]1)=[O:32])[C:24]1[CH:29]=[CH:28][CH:27]=[CH:26][CH:25]=1. The yield is 0.620. (4) The reactants are [CH3:1][C:2]([C:4]1[CH:5]=[CH:6][C:7]([OH:10])=[CH:8][CH:9]=1)=O.[OH-].[Na+].[CH:13](=[O:20])[C:14]1[CH:19]=[CH:18][CH:17]=[CH:16][CH:15]=1.Cl. No catalyst specified. The product is [OH:10][C:7]1[CH:8]=[CH:9][C:4]([CH:2]=[CH:1][C:13]([C:14]2[CH:19]=[CH:18][CH:17]=[CH:16][CH:15]=2)=[O:20])=[CH:5][CH:6]=1. The yield is 0.500. (5) The catalyst is O1CCOCC1. The reactants are C(OC([N:8]1[CH2:17][CH2:16][C:15]2[C:10](=[CH:11][CH:12]=[CH:13][C:14]=2[O:18][CH2:19][C:20](=[O:34])[N:21]([CH2:27][C:28]2[CH:33]=[CH:32][CH:31]=[CH:30][CH:29]=2)[CH2:22][CH2:23][CH:24]([CH3:26])[CH3:25])[CH2:9]1)=O)(C)(C)C.[ClH:35]. The product is [ClH:35].[CH2:27]([N:21]([CH2:22][CH2:23][CH:24]([CH3:26])[CH3:25])[C:20](=[O:34])[CH2:19][O:18][C:14]1[CH:13]=[CH:12][CH:11]=[C:10]2[C:15]=1[CH2:16][CH2:17][NH:8][CH2:9]2)[C:28]1[CH:33]=[CH:32][CH:31]=[CH:30][CH:29]=1. The yield is 1.00.